This data is from Full USPTO retrosynthesis dataset with 1.9M reactions from patents (1976-2016). The task is: Predict the reactants needed to synthesize the given product. (1) Given the product [Br:1][C:2]1[CH:3]=[C:4]2[CH2:7][NH:8][C:14](=[O:15])[N:5]2[CH:6]=1, predict the reactants needed to synthesize it. The reactants are: [Br:1][C:2]1[CH:3]=[C:4]([CH2:7][NH2:8])[NH:5][CH:6]=1.N1([C:14](N2C=CN=C2)=[O:15])C=CN=C1.[H-].[Na+]. (2) Given the product [CH2:20]([C:10]1[CH:9]=[C:8]([O:7][CH3:6])[CH:13]=[C:12]([O:14][CH3:15])[CH:11]=1)[CH:19]=[CH2:18], predict the reactants needed to synthesize it. The reactants are: [Cu]C#N.[Cl-].[Li+].[CH3:6][O:7][C:8]1[CH:9]=[C:10]([Mg]Cl)[CH:11]=[C:12]([O:14][CH3:15])[CH:13]=1.[CH2:18](Br)[CH:19]=[CH2:20]. (3) Given the product [Cl:1][C:2]1[N:3]=[CH:4][C:5]2[S:10][CH:9]=[C:8]([C:11]([OH:15])=[O:12])[C:6]=2[N:7]=1, predict the reactants needed to synthesize it. The reactants are: [Cl:1][C:2]1[N:3]=[CH:4][C:5]2[S:10][CH:9]=[C:8]([CH:11]=[O:12])[C:6]=2[N:7]=1.S(=O)(=O)([OH:15])N.Cl([O-])=O.[Na+].P([O-])(O)(O)=O.[K+]. (4) Given the product [Cl:1][C:2]1[CH:3]=[C:4]([C:8]2[C:13]([O:14][CH3:15])=[CH:12][CH:11]=[C:10]([CH2:16][C:17]3[CH:18]=[CH:19][C:20]([N:24]4[CH2:28][CH2:27][CH2:26][C@H:25]4[C:29]([OH:31])=[O:30])=[N:21][CH:22]=3)[CH:9]=2)[CH:5]=[CH:6][CH:7]=1, predict the reactants needed to synthesize it. The reactants are: [Cl:1][C:2]1[CH:3]=[C:4]([C:8]2[C:13]([O:14][CH3:15])=[CH:12][CH:11]=[C:10]([CH2:16][C:17]3[CH:18]=[CH:19][C:20](F)=[N:21][CH:22]=3)[CH:9]=2)[CH:5]=[CH:6][CH:7]=1.[NH:24]1[CH2:28][CH2:27][CH2:26][C@H:25]1[C:29]([OH:31])=[O:30].N12CCCN=C1CCCCC2.